From a dataset of Reaction yield outcomes from USPTO patents with 853,638 reactions. Predict the reaction yield, written as a fraction of the theoretical maximum amount of product (1.0 means a 100% yield; for example, 0.34 means a 34% yield). The reactants are [O:1]([C:8]1[CH:9]=[C:10]([OH:14])[CH:11]=[CH:12][CH:13]=1)[C:2]1[CH:7]=[CH:6][CH:5]=[CH:4][CH:3]=1.[Cl:15]N1C(=O)CCC1=O. The catalyst is CC#N.C(O)(C(F)(F)F)=O. The product is [Cl:15][C:13]1[CH:12]=[CH:11][C:10]([OH:14])=[CH:9][C:8]=1[O:1][C:2]1[CH:3]=[CH:4][CH:5]=[CH:6][CH:7]=1. The yield is 0.410.